This data is from Peptide-MHC class I binding affinity with 185,985 pairs from IEDB/IMGT. The task is: Regression. Given a peptide amino acid sequence and an MHC pseudo amino acid sequence, predict their binding affinity value. This is MHC class I binding data. (1) The peptide sequence is MPRLSRNAA. The MHC is HLA-B40:01 with pseudo-sequence HLA-B40:01. The binding affinity (normalized) is 0.0847. (2) The peptide sequence is QIYPGIKVR. The MHC is HLA-A02:02 with pseudo-sequence HLA-A02:02. The binding affinity (normalized) is 0.